From a dataset of Forward reaction prediction with 1.9M reactions from USPTO patents (1976-2016). Predict the product of the given reaction. (1) Given the reactants [Br:1]C1C=CC2N(C(C3C=CC=CC=3)(C3C=CC=CC=3)C3C=CC=CC=3)C=NC=2C=1C.Br[C:32]1[C:40]([O:41][CH3:42])=[CH:39][C:35]2[NH:36][CH:37]=[N:38][C:34]=2[CH:33]=1, predict the reaction product. The product is: [Br:1][C:39]1[C:35]2[N:36]=[CH:37][NH:38][C:34]=2[CH:33]=[CH:32][C:40]=1[O:41][CH3:42]. (2) Given the reactants [C:1]([OH:7])([C:3]([F:6])([F:5])[F:4])=[O:2].C(OC([N:15]1[CH2:20][CH2:19][N:18]([C:21](=[O:38])[CH2:22][NH:23][C:24]([C:26]2[CH:31]=[CH:30][C:29]([C:32]3[CH:37]=[CH:36][CH:35]=[CH:34][CH:33]=3)=[CH:28][CH:27]=2)=[O:25])[CH2:17][CH2:16]1)=O)(C)(C)C, predict the reaction product. The product is: [OH:7][C:1]([C:3]([F:6])([F:5])[F:4])=[O:2].[O:38]=[C:21]([N:18]1[CH2:19][CH2:20][NH:15][CH2:16][CH2:17]1)[CH2:22][NH:23][C:24]([C:26]1[CH:27]=[CH:28][C:29]([C:32]2[CH:37]=[CH:36][CH:35]=[CH:34][CH:33]=2)=[CH:30][CH:31]=1)=[O:25]. (3) Given the reactants I[C:2]1[CH:20]=[CH:19][C:5]([O:6][C:7]2[CH:14]=[CH:13][C:10]([C:11]#[N:12])=[C:9]([C:15]([F:18])([F:17])[F:16])[CH:8]=2)=[CH:4][CH:3]=1.[BH:21]([OH:23])[OH:22].O[C:25]([C:28](O)([CH3:30])[CH3:29])([CH3:27])[CH3:26].OC(C(O)(C)C)(C)C.CC([O-])=O.[K+], predict the reaction product. The product is: [CH3:26][C:25]1([CH3:27])[C:28]([CH3:30])([CH3:29])[O:23][B:21]([C:2]2[CH:20]=[CH:19][C:5]([O:6][C:7]3[CH:14]=[CH:13][C:10]([C:11]#[N:12])=[C:9]([C:15]([F:18])([F:17])[F:16])[CH:8]=3)=[CH:4][CH:3]=2)[O:22]1. (4) Given the reactants [F:1][C:2]1[CH:27]=[CH:26][CH:25]=[C:24]([F:28])[C:3]=1[C:4]([NH:6][C:7]1[CH:11]=[CH:10][N:9]([CH2:12][C:13]2[CH:18]=[CH:17][C:16](I)=[CH:15][C:14]=2[C:20]([F:23])([F:22])[F:21])[N:8]=1)=[O:5].[Cl-].[CH3:30][Zn+], predict the reaction product. The product is: [F:1][C:2]1[CH:27]=[CH:26][CH:25]=[C:24]([F:28])[C:3]=1[C:4]([NH:6][C:7]1[CH:11]=[CH:10][N:9]([CH2:12][C:13]2[CH:18]=[CH:17][C:16]([CH3:30])=[CH:15][C:14]=2[C:20]([F:23])([F:22])[F:21])[N:8]=1)=[O:5].